From a dataset of Reaction yield outcomes from USPTO patents with 853,638 reactions. Predict the reaction yield, written as a fraction of the theoretical maximum amount of product (1.0 means a 100% yield; for example, 0.34 means a 34% yield). (1) The reactants are [Br:1][C:2]1[CH:7]=[CH:6][CH:5]=[C:4]([N+:8]([O-])=O)[C:3]=1[Cl:11].Cl[Sn]Cl. The catalyst is CCO. The product is [Br:1][C:2]1[C:3]([Cl:11])=[C:4]([CH:5]=[CH:6][CH:7]=1)[NH2:8]. The yield is 0.552. (2) The reactants are [CH3:1][C:2]1([CH3:19])[C:11]2[C:6](=[C:7](Cl)[CH:8]=[C:9]([C:13]([OH:15])=[O:14])[C:10]=2[CH3:12])[S:5](=[O:18])(=[O:17])[CH2:4][CH2:3]1. The catalyst is C(O)C.O.[Zn]. The product is [CH3:1][C:2]1([CH3:19])[C:11]2[C:6](=[CH:7][CH:8]=[C:9]([C:13]([OH:15])=[O:14])[C:10]=2[CH3:12])[S:5](=[O:18])(=[O:17])[CH2:4][CH2:3]1. The yield is 0.780. (3) The reactants are [Cl:1][C:2]1[CH:6]=[C:5]([C:7]([O:9]C)=[O:8])[N:4]([C:11]2[CH:12]=[N:13][CH:14]=[CH:15][CH:16]=2)[N:3]=1. The catalyst is Cl. The product is [ClH:1].[Cl:1][C:2]1[CH:6]=[C:5]([C:7]([OH:9])=[O:8])[N:4]([C:11]2[CH:12]=[N:13][CH:14]=[CH:15][CH:16]=2)[N:3]=1. The yield is 0.970. (4) The reactants are CC(OI1(OC(C)=O)(OC(C)=O)OC(=O)C2C=CC=CC1=2)=O.[C:23]([CH:27]1[CH2:32][CH2:31][CH2:30][CH:29]([CH:33]([CH3:37])[CH2:34][CH2:35][OH:36])[CH2:28]1)([CH3:26])([CH3:25])[CH3:24].O. The catalyst is ClCCl.C(OCC)C. The product is [C:23]([CH:27]1[CH2:32][CH2:31][CH2:30][CH:29]([CH:33]([CH3:37])[CH2:34][CH:35]=[O:36])[CH2:28]1)([CH3:26])([CH3:24])[CH3:25]. The yield is 0.130. (5) The reactants are [NH:1]1[CH2:6][CH2:5][CH:4]([CH2:7][OH:8])[CH2:3][CH2:2]1.Cl[CH2:10][CH2:11][CH2:12][O:13][C:14]1[CH:23]=[C:22]2[C:17]([C:18]([NH:24][C:25]3[NH:29][N:28]=[C:27]([CH2:30][C:31]([NH:33][C:34]4[CH:39]=[CH:38][CH:37]=[C:36]([F:40])[CH:35]=4)=[O:32])[CH:26]=3)=[N:19][CH:20]=[N:21]2)=[CH:16][C:15]=1[O:41][CH3:42]. The catalyst is CC(N(C)C)=O. The product is [F:40][C:36]1[CH:35]=[C:34]([NH:33][C:31](=[O:32])[CH2:30][C:27]2[NH:28][N:29]=[C:25]([NH:24][C:18]3[C:17]4[C:22](=[CH:23][C:14]([O:13][CH2:12][CH2:11][CH2:10][N:1]5[CH2:6][CH2:5][CH:4]([CH2:7][OH:8])[CH2:3][CH2:2]5)=[C:15]([O:41][CH3:42])[CH:16]=4)[N:21]=[CH:20][N:19]=3)[CH:26]=2)[CH:39]=[CH:38][CH:37]=1. The yield is 0.570. (6) The reactants are C([P:4]([CH2:9][O:10][C:11]1[CH:20]=[C:19]2[C:14]([C:15](=[O:31])[CH:16]=[C:17]([C:21]3[CH:26]=[CH:25][C:24]([O:27][CH3:28])=[C:23]([O:29][CH3:30])[CH:22]=3)[O:18]2)=[C:13]([O:32][CH3:33])[CH:12]=1)([CH:6]([CH3:8])[CH3:7])=[O:5])(C)C.[N-]=[N+]=[N-].[Na+].CN(C)C=[O:41].C(OCC)(=O)C. The catalyst is O. The product is [OH:5][P:4]([CH2:9][O:10][C:11]1[CH:20]=[C:19]2[C:14]([C:15](=[O:31])[CH:16]=[C:17]([C:21]3[CH:26]=[CH:25][C:24]([O:27][CH3:28])=[C:23]([O:29][CH3:30])[CH:22]=3)[O:18]2)=[C:13]([O:32][CH3:33])[CH:12]=1)([CH:6]([CH3:7])[CH3:8])=[O:41]. The yield is 0.330. (7) The reactants are [OH:1][NH:2][C:3]([C:5]1[CH:22]=[CH:21][C:8]2[N:9]=[C:10]([N:12]3[CH2:17][CH2:16][N:15]([CH:18]([CH3:20])[CH3:19])[CH2:14][CH2:13]3)[S:11][C:7]=2[CH:6]=1)=[NH:4].[C:23](OC(=O)C)(=O)[CH3:24]. No catalyst specified. The product is [CH:18]([N:15]1[CH2:14][CH2:13][N:12]([C:10]2[S:11][C:7]3[CH:6]=[C:5]([C:3]4[N:4]=[C:23]([CH3:24])[O:1][N:2]=4)[CH:22]=[CH:21][C:8]=3[N:9]=2)[CH2:17][CH2:16]1)([CH3:19])[CH3:20]. The yield is 0.167.